From a dataset of Retrosynthesis with 50K atom-mapped reactions and 10 reaction types from USPTO. Predict the reactants needed to synthesize the given product. The reactants are: CC(C)(C)[S@](N)=O.O=C(c1ccc(F)cc1)C(F)(F)F. Given the product CC(C)(C)[S@@](=O)/N=C(/c1ccc(F)cc1)C(F)(F)F, predict the reactants needed to synthesize it.